Task: Predict the reactants needed to synthesize the given product.. Dataset: Full USPTO retrosynthesis dataset with 1.9M reactions from patents (1976-2016) (1) Given the product [CH3:27][N:25]([CH3:26])[CH2:24][CH2:23][NH:22][C:20](=[O:21])[C@@H:19]([N:13]([CH2:14][CH2:15][CH:16]([CH3:17])[CH3:18])[C:12]([NH:11][CH2:10][CH2:9][OH:8])=[O:35])[CH2:28][C:29]1[CH:30]=[CH:31][CH:32]=[CH:33][CH:34]=1, predict the reactants needed to synthesize it. The reactants are: C([O:8][CH2:9][CH2:10][NH:11][C:12](=[O:35])[N:13]([C@@H:19]([CH2:28][C:29]1[CH:34]=[CH:33][CH:32]=[CH:31][CH:30]=1)[C:20]([NH:22][CH2:23][CH2:24][N:25]([CH3:27])[CH3:26])=[O:21])[CH2:14][CH2:15][CH:16]([CH3:18])[CH3:17])C1C=CC=CC=1. (2) Given the product [C:1]1([C:7]2[N:8]=[CH:9][C:10]([N:19]3[CH2:23][CH2:22][CH2:21][CH:20]3[CH2:24][CH2:25][CH2:26][CH2:27][OH:28])=[N:11][C:12]=2[C:13]2[CH:18]=[CH:17][CH:16]=[CH:15][CH:14]=2)[CH:2]=[CH:3][CH:4]=[CH:5][CH:6]=1, predict the reactants needed to synthesize it. The reactants are: [C:1]1([C:7]2[N:8]=[CH:9][C:10]([N:19]3[CH2:23][CH2:22][CH2:21][CH:20]3[CH2:24][CH2:25][CH2:26][CH2:27][O:28]C3CCCCO3)=[N:11][C:12]=2[C:13]2[CH:18]=[CH:17][CH:16]=[CH:15][CH:14]=2)[CH:6]=[CH:5][CH:4]=[CH:3][CH:2]=1.O.C1(C)C=CC(S(O)(=O)=O)=CC=1.C(=O)([O-])O.[Na+]. (3) The reactants are: O1C2C=CC=CC=2N=C1.NC1C=CC=CC=1.[CH2:17]([N:19]([CH2:41][CH3:42])[CH2:20][CH2:21][N:22]([CH3:40])[S:23]([C:26]1[C:34]2[O:33]C(C(C)(C)C)=[N:31][C:30]=2[CH:29]=[CH:28][C:27]=1[Cl:39])(=[O:25])=[O:24])[CH3:18].OS(O)(=O)=O. Given the product [NH2:31][C:30]1[C:34]([OH:33])=[C:26]([S:23]([N:22]([CH2:21][CH2:20][N:19]([CH2:41][CH3:42])[CH2:17][CH3:18])[CH3:40])(=[O:25])=[O:24])[C:27]([Cl:39])=[CH:28][CH:29]=1, predict the reactants needed to synthesize it. (4) The reactants are: [NH2:1][C:2]1[S:3][C:4]([C:13]2[CH:18]=[CH:17][N:16]=[C:15]([NH:19][C:20]3[CH:25]=[CH:24][CH:23]=[CH:22][CH:21]=3)[N:14]=2)=[C:5]([C:7]2[CH:12]=[CH:11][CH:10]=[CH:9][CH:8]=2)[N:6]=1.[C:26](OC(=O)C)(=[O:28])[CH3:27].C(N(CC)CC)C. Given the product [C:26]([NH:1][C:2]1[S:3][C:4]([C:13]2[CH:18]=[CH:17][N:16]=[C:15]([NH:19][C:20]3[CH:25]=[CH:24][CH:23]=[CH:22][CH:21]=3)[N:14]=2)=[C:5]([C:7]2[CH:12]=[CH:11][CH:10]=[CH:9][CH:8]=2)[N:6]=1)(=[O:28])[CH3:27], predict the reactants needed to synthesize it. (5) Given the product [CH2:12]([CH:16]([C:22]([OH:24])=[O:23])[C:17]([OH:19])=[O:18])[CH:13]([CH3:15])[CH3:14], predict the reactants needed to synthesize it. The reactants are: C(OCC)(=O)CC(OCC)=O.[CH2:12]([CH:16]([C:22]([O:24]CC)=[O:23])[C:17]([O:19]CC)=[O:18])[CH:13]([CH3:15])[CH3:14].[OH-].[K+]. (6) Given the product [ClH:48].[ClH:48].[CH3:1][N:2]1[C:10]2[C:5](=[CH:6][CH:7]=[C:8]([N:11]3[CH:16]=[CH:15][C:14]([C:17]4[CH:22]=[CH:21][C:20]([CH3:23])=[CH:19][N:18]=4)=[CH:13][C:12]3=[O:24])[CH:9]=2)[C:4]2[CH2:25][CH2:26][NH:27][CH2:28][C:3]1=2, predict the reactants needed to synthesize it. The reactants are: [CH3:1][N:2]1[C:10]2[C:5](=[CH:6][CH:7]=[C:8]([N:11]3[CH:16]=[CH:15][C:14]([C:17]4[CH:22]=[CH:21][C:20]([CH3:23])=[CH:19][N:18]=4)=[CH:13][C:12]3=[O:24])[CH:9]=2)[C:4]2[CH2:25][CH2:26][N:27](C(OC(C)(C)C)=O)[CH2:28][C:3]1=2.C1(N)C(F)=C(F)C(F)=C(N)C=1F.[ClH:48].Cl. (7) Given the product [F:20][C:16]1[CH:15]=[C:14]2[C:19]([C:11]([C:9]3[CH:8]=[CH:7][C:6]4[S:2](=[O:28])(=[O:1])[NH:3][CH2:4][C:5]=4[CH:10]=3)=[CH:12][NH:13]2)=[CH:18][CH:17]=1, predict the reactants needed to synthesize it. The reactants are: [O:1]=[S:2]1(=[O:28])[C:6]2[CH:7]=[CH:8][C:9]([C:11]3[C:19]4[C:14](=[CH:15][C:16]([F:20])=[CH:17][CH:18]=4)[N:13](C(OC(C)(C)C)=O)[CH:12]=3)=[CH:10][C:5]=2[CH2:4][NH:3]1. (8) The reactants are: [F:1][C:2]1[CH:7]=[CH:6][C:5]([CH3:8])=[CH:4][C:3]=1[N:9]1[N:13]=[N:12][C:11]([CH2:14][OH:15])=[N:10]1.[H-].[Na+].CS([C:22]1[N:23]([CH3:33])[C:24]([C:27]2[CH:32]=[CH:31][N:30]=[CH:29][CH:28]=2)=[N:25][N:26]=1)(=O)=O. Given the product [F:1][C:2]1[CH:7]=[CH:6][C:5]([CH3:8])=[CH:4][C:3]=1[N:9]1[N:13]=[N:12][C:11]([CH2:14][O:15][C:22]2[N:23]([CH3:33])[C:24]([C:27]3[CH:32]=[CH:31][N:30]=[CH:29][CH:28]=3)=[N:25][N:26]=2)=[N:10]1, predict the reactants needed to synthesize it.